This data is from Full USPTO retrosynthesis dataset with 1.9M reactions from patents (1976-2016). The task is: Predict the reactants needed to synthesize the given product. (1) Given the product [N:1]([CH2:4][C@@H:5]([NH:15][C:31]([C:29]1[S:30][C:26]([C:24]2[C:25]3[C@H:17]([CH3:16])[CH2:18][CH2:19][C:20]=3[N:21]=[CH:22][N:23]=2)=[CH:27][CH:28]=1)=[O:32])[CH2:6][C:7]1[CH:12]=[CH:11][C:10]([Cl:13])=[CH:9][C:8]=1[Cl:14])=[N+:2]=[N-:3], predict the reactants needed to synthesize it. The reactants are: [N:1]([CH2:4][C@@H:5]([NH2:15])[CH2:6][C:7]1[CH:12]=[CH:11][C:10]([Cl:13])=[CH:9][C:8]=1[Cl:14])=[N+:2]=[N-:3].[CH3:16][C@H:17]1[C:25]2[C:24]([C:26]3[S:30][C:29]([C:31](O)=[O:32])=[CH:28][CH:27]=3)=[N:23][CH:22]=[N:21][C:20]=2[CH2:19][CH2:18]1.CN(C(ON1N=NC2C=CC=CC1=2)=[N+](C)C)C.F[P-](F)(F)(F)(F)F.CCN(C(C)C)C(C)C. (2) Given the product [CH3:47][C:48]1([CH3:64])[C:52]([CH3:54])([CH3:53])[O:51][B:50]([C:31]2[CH:43]=[C:42]([CH3:44])[C:41]3[C:40]4[C:35](=[CH:36][CH:37]=[CH:38][CH:39]=4)[C:34]([CH3:46])([CH3:45])[C:33]=3[CH:32]=2)[O:49]1, predict the reactants needed to synthesize it. The reactants are: C1(P(C2CCCCC2)C2C=CC=CC=2C2C(OC)=CC=CC=2OC)CCCCC1.Cl[C:31]1[CH:43]=[C:42]([CH3:44])[C:41]2[C:40]3[C:35](=[CH:36][CH:37]=[CH:38][CH:39]=3)[C:34]([CH3:46])([CH3:45])[C:33]=2[CH:32]=1.[CH3:47][C:48]1([CH3:64])[C:52]([CH3:54])([CH3:53])[O:51][B:50]([B:50]2[O:51][C:52]([CH3:54])([CH3:53])[C:48]([CH3:64])([CH3:47])[O:49]2)[O:49]1.C([O-])(=O)C.[K+]. (3) Given the product [Cl:1][C:2]1[CH:3]=[CH:4][C:5]2[O:18][CH:17]([C:19]([N:30]3[CH2:35][CH2:34][O:33][CH2:32][CH2:31]3)=[O:20])[N:8]3[C:9]4[CH:10]=[CH:11][CH:12]=[C:13]([F:16])[C:14]=4[CH:15]=[C:7]3[C:6]=2[N:22]=1, predict the reactants needed to synthesize it. The reactants are: [Cl:1][C:2]1[CH:3]=[CH:4][C:5]2[O:18][CH:17]([C:19](O)=[O:20])[N:8]3[C:9]4[CH:10]=[CH:11][CH:12]=[C:13]([F:16])[C:14]=4[CH:15]=[C:7]3[C:6]=2[N:22]=1.CCN(CC)CC.[NH:30]1[CH2:35][CH2:34][O:33][CH2:32][CH2:31]1. (4) Given the product [C:1]([O:5][C:6]([N:8]1[CH2:9][CH2:10][N:11]([C:14]2[CH:15]=[CH:16][C:17]3[O:22][C:37]([C:38]([O:40][CH2:41][CH3:42])=[O:39])=[CH:19][C:18]=3[CH:21]=2)[CH2:12][CH2:13]1)=[O:7])([CH3:4])([CH3:2])[CH3:3], predict the reactants needed to synthesize it. The reactants are: [C:1]([O:5][C:6]([N:8]1[CH2:13][CH2:12][N:11]([C:14]2[CH:15]=[CH:16][C:17]([OH:22])=[C:18]([CH:21]=2)[CH:19]=O)[CH2:10][CH2:9]1)=[O:7])([CH3:4])([CH3:3])[CH3:2].CN1C(=O)CCC1.C(=O)([O-])[O-].[K+].[K+].Br[CH2:37][C:38]([O:40][CH2:41][CH3:42])=[O:39]. (5) Given the product [Cl:1][C:2]1[CH:3]=[C:4]([C:13]([C:15]([F:18])([F:17])[F:16])=[CH2:14])[CH:5]=[C:6]([Cl:8])[CH:7]=1, predict the reactants needed to synthesize it. The reactants are: [Cl:1][C:2]1[CH:3]=[C:4](B(O)O)[CH:5]=[C:6]([Cl:8])[CH:7]=1.Br[C:13]([C:15]([F:18])([F:17])[F:16])=[CH2:14].C(=O)([O-])[O-].[K+].[K+]. (6) Given the product [NH2:1][C@@H:2]([C:9]1[CH:14]=[CH:13][CH:12]=[C:11]([Br:15])[CH:10]=1)[C:3]1([OH:8])[CH2:7][CH2:6][CH2:5][CH2:4]1, predict the reactants needed to synthesize it. The reactants are: [NH2:1][CH:2]([C:9]1[CH:14]=[CH:13][CH:12]=[C:11]([Br:15])[CH:10]=1)[C:3]1([OH:8])[CH2:7][CH2:6][CH2:5][CH2:4]1.CO[C@@H](C1C=CC=CC=1)C(O)=O.